From a dataset of Experimentally validated miRNA-target interactions with 360,000+ pairs, plus equal number of negative samples. Binary Classification. Given a miRNA mature sequence and a target amino acid sequence, predict their likelihood of interaction. (1) The miRNA is hsa-miR-605-3p with sequence AGAAGGCACUAUGAGAUUUAGA. The protein sequence of the target gene is MGKQNSKLRPEVLQDLREHTEFTDHELQEWYKGFLKDCPTGHLTVDEFKKIYANFFPYGDASKFAEHVFRTFDTNSDGTIDFREFIIALSVTSRGKLEQKLKWAFSMYDLDGNGYISRSEMLEIVQAIYKMVSSVMKMPEDESTPEKRTDKIFRQMDTNNDGKLSLEEFIKGAKSDPSIVRLLQCDPSSASQF. Result: 0 (no interaction). (2) The miRNA is hsa-miR-5703 with sequence AGGAGAAGUCGGGAAGGU. The protein sequence of the target gene is MASRGARQRLKGSGASSGDTAPAADKLRELLGSREAGGAEHRTELSGNKAGQVWAPEGSTAFKCLLSARLCAALLSNISDCDETFNYWEPTHYLIYGEGFQTWEYSPAYAIRSYAYLLLHAWPAAFHARILQTNKILVFYFLRCLLAFVSCICELYFYKAVCKKFGLHVSRMMLAFLVLSTGMFCSSSAFLPSSFCMYTTLIAMTGWYMDKTSIAVLGVAAGAILGWPFSAALGLPIAFDLLVMKHRWKSFFHWSLMALILFLVPVVVIDSYYYGKLVIAPLNIVLYNVFTPHGPDLYGT.... Result: 0 (no interaction). (3) The miRNA is hsa-miR-6853-3p with sequence UGUUCAUUGGAACCCUGCGCAG. The protein sequence of the target gene is MAEQSDEAVKYYTLEEIQKHNHSKSTWLILHHKVYDLTKFLEEHPGGEEVLREQAGGDATENFEDVGHSTDAREMSKTFIIGELHPDDRPKLNKPPETLITTIDSSSSWWTNWVIPAISAVAVALMYRLYMAED. Result: 0 (no interaction). (4) The miRNA is hsa-miR-506-5p with sequence UAUUCAGGAAGGUGUUACUUAA. The protein sequence of the target gene is MSQTKMLKVRVTLFCILAGIVLAMTAVVTDHWAVLSPHMEHHNTTCEAAHFGLWRICTKRIPMDDSKTCGPITLPGEKNCSYFRHFNPGESSEIFEFTTQKEYSISAAAIAIFSLGFIILGSLCVLLSLGKKRDYLLRPASMFYAFAGLCILVSVEVMRQSVKRMIDSEDTVWIEYYYSWSFACACAAFILLFLGGLALLLFSLPRMPRNPWESCMDAEPEH. Result: 0 (no interaction). (5) The miRNA is hsa-miR-508-3p with sequence UGAUUGUAGCCUUUUGGAGUAGA. The protein sequence of the target gene is MEFPDHSRHLLQCLSEQRHQGFLCDCTVLVGDAQFRAHRAVLASCSMYFHLFYKDQLDKRDIVHLNSDIVTAPAFALLLEFMYEGKLQFKDLPIEDVLAAASYLHMYDIVKVCKKKLKEKATTEADSTKKEEDASSCSDKVESLSDGSSHMAGDLPSDEDEGEDDKLNILPSKRDLAAEPGNMWMRLPSDAAGIPQAGGEAEPHATAAGKTVASPCSSTESLSQRSVTSVRDSADVDCVLDLSVKSSLSGVENLNSSYFSSQDVLRGNLVQVKVEKEASCDESDVGTNDYDMEHSTVKES.... Result: 0 (no interaction).